From a dataset of Forward reaction prediction with 1.9M reactions from USPTO patents (1976-2016). Predict the product of the given reaction. Given the reactants [Cl:1][C:2]1[CH:11]=[CH:10][C:5]([C:6]([NH:8][NH2:9])=[O:7])=[C:4]([CH3:12])[N:3]=1.[C:13](N1C=CN=C1)(N1C=CN=C1)=[O:14], predict the reaction product. The product is: [Cl:1][C:2]1[N:3]=[C:4]([CH3:12])[C:5]([C:6]2[O:7][C:13](=[O:14])[NH:9][N:8]=2)=[CH:10][CH:11]=1.